From a dataset of Catalyst prediction with 721,799 reactions and 888 catalyst types from USPTO. Predict which catalyst facilitates the given reaction. Reactant: [N:1]1([CH2:10][CH2:11][CH2:12][CH2:13][C:14]([O:16][CH2:17][CH3:18])=[O:15])[C:9]2[C:4](=[CH:5][CH:6]=[CH:7][CH:8]=2)[CH2:3][CH2:2]1.[Br-:19].[Br-].[Br-].C([N+](CCCC)(CCCC)CCCC)CCC.C([N+](CCCC)(CCCC)CCCC)CCC.C([N+](CCCC)(CCCC)CCCC)CCC.O. Product: [Br:19][C:6]1[CH:5]=[C:4]2[C:9](=[CH:8][CH:7]=1)[N:1]([CH2:10][CH2:11][CH2:12][CH2:13][C:14]([O:16][CH2:17][CH3:18])=[O:15])[CH2:2][CH2:3]2. The catalyst class is: 4.